Dataset: Catalyst prediction with 721,799 reactions and 888 catalyst types from USPTO. Task: Predict which catalyst facilitates the given reaction. (1) Reactant: [H-].[Na+].[C:3]([O:7][C:8]([NH:10][C@@H:11]([CH2:15][OH:16])[C:12]([OH:14])=[O:13])=[O:9])([CH3:6])([CH3:5])[CH3:4].F[C:18]1[CH:23]=[CH:22][CH:21]=[CH:20][C:19]=1[N+:24]([O-:26])=[O:25]. Product: [C:3]([O:7][C:8]([NH:10][C@@H:11]([CH2:15][O:16][C:18]1[CH:23]=[CH:22][CH:21]=[CH:20][C:19]=1[N+:24]([O-:26])=[O:25])[C:12]([OH:14])=[O:13])=[O:9])([CH3:6])([CH3:5])[CH3:4]. The catalyst class is: 3. (2) Reactant: [Cl:1][C:2]1[C:9]([O:10][CH3:11])=[C:8]([F:12])[CH:7]=[CH:6][C:3]=1[CH:4]=O.C(O)(=O)[CH2:14][C:15]([OH:17])=[O:16].N1CCCCC1. Product: [Cl:1][C:2]1[C:9]([O:10][CH3:11])=[C:8]([F:12])[CH:7]=[CH:6][C:3]=1/[CH:4]=[CH:14]/[C:15]([OH:17])=[O:16]. The catalyst class is: 17. (3) Reactant: [OH:1][C:2]1[CH:7]=[CH:6][C:5]([C:8](=[C:22]2[CH2:27][C:26]([CH3:29])([CH3:28])[CH2:25][C:24]([CH3:31])([CH3:30])[CH2:23]2)[C:9]2[CH:14]=[CH:13][C:12](/[CH:15]=[CH:16]/[C:17]([O:19]CC)=[O:18])=[CH:11][CH:10]=2)=[CH:4][CH:3]=1.[OH-].[Na+].Cl. Product: [OH:1][C:2]1[CH:7]=[CH:6][C:5]([C:8](=[C:22]2[CH2:23][C:24]([CH3:31])([CH3:30])[CH2:25][C:26]([CH3:29])([CH3:28])[CH2:27]2)[C:9]2[CH:14]=[CH:13][C:12](/[CH:15]=[CH:16]/[C:17]([OH:19])=[O:18])=[CH:11][CH:10]=2)=[CH:4][CH:3]=1. The catalyst class is: 242.